From a dataset of Forward reaction prediction with 1.9M reactions from USPTO patents (1976-2016). Predict the product of the given reaction. (1) Given the reactants [OH:1][C@H:2]1[CH2:7][C@@H:6]([CH2:8][CH2:9][CH2:10][CH:11]=[CH2:12])[O:5][C@:4]([C@@H:15]2[CH2:19][S:18][C:17](=[O:20])[N:16]2[CH2:21][C:22]2[CH:27]=[CH:26][C:25]([O:28][CH3:29])=[CH:24][CH:23]=2)([O:13][CH3:14])[CH2:3]1.N1C(C)=CC=CC=1C.[F:38][C:39]([F:52])([F:51])[S:40](O[S:40]([C:39]([F:52])([F:51])[F:38])(=[O:42])=[O:41])(=[O:42])=[O:41], predict the reaction product. The product is: [F:38][C:39]([F:52])([F:51])[S:40]([O:1][C@H:2]1[CH2:7][C@@H:6]([CH2:8][CH2:9][CH2:10][CH:11]=[CH2:12])[O:5][C@@:4]([O:13][CH3:14])([C@@H:15]2[CH2:19][S:18][C:17](=[O:20])[N:16]2[CH2:21][C:22]2[CH:27]=[CH:26][C:25]([O:28][CH3:29])=[CH:24][CH:23]=2)[CH2:3]1)(=[O:42])=[O:41]. (2) Given the reactants [Cl:1][C:2]1[CH:7]=[CH:6][C:5]([C:8]2[NH:9]C=C(C3N(C(C)C)N=C(C)N=3)[N:12]=2)=[C:4]([F:22])[CH:3]=1.ClC1C=CC(C#N)=C(F)C=1.N[OH:34], predict the reaction product. The product is: [Cl:1][C:2]1[CH:7]=[CH:6][C:5]([C:8](=[NH:9])[NH:12][OH:34])=[C:4]([F:22])[CH:3]=1.